From a dataset of Forward reaction prediction with 1.9M reactions from USPTO patents (1976-2016). Predict the product of the given reaction. (1) Given the reactants [CH3:1][Si:2]([CH3:17])([CH3:16])[CH2:3][CH2:4][O:5][CH2:6][N:7]1[CH:11]=[C:10]([C:12]([O:14][CH3:15])=[O:13])[N:9]=[CH:8]1.[Br:18]N1C(=O)CCC1=O.CC(N=NC(C#N)(C)C)(C#N)C, predict the reaction product. The product is: [Br:18][C:8]1[N:7]([CH2:6][O:5][CH2:4][CH2:3][Si:2]([CH3:16])([CH3:17])[CH3:1])[CH:11]=[C:10]([C:12]([O:14][CH3:15])=[O:13])[N:9]=1. (2) Given the reactants [NH:1]1[CH:5]=[C:4]([C:6]([OH:8])=O)[N:3]=[N:2]1.CCN(C(C)C)C(C)C.CN(C(ON1N=NC2C=CC=NC1=2)=[N+](C)C)C.F[P-](F)(F)(F)(F)F.C(OC([NH:52][C@@H:53]([CH:81]([CH3:83])[CH3:82])[C:54]([O:56][CH2:57][O:58][C:59](=[O:80])[C@@:60]([CH2:78][OH:79])([CH3:77])[CH2:61][C@H:62]([NH2:76])[CH2:63][C:64]1[CH:69]=[CH:68][C:67]([C:70]2[CH:75]=[CH:74][CH:73]=[CH:72][CH:71]=2)=[CH:66][CH:65]=1)=[O:55])=O)C1C=CC=CC=1, predict the reaction product. The product is: [NH2:52][C@@H:53]([CH:81]([CH3:83])[CH3:82])[C:54]([O:56][CH2:57][O:58][C:59](=[O:80])[C@@:60]([CH2:78][OH:79])([CH3:77])[CH2:61][C@H:62]([NH:76][C:6]([C:4]1[NH:3][N:2]=[N:1][CH:5]=1)=[O:8])[CH2:63][C:64]1[CH:65]=[CH:66][C:67]([C:70]2[CH:75]=[CH:74][CH:73]=[CH:72][CH:71]=2)=[CH:68][CH:69]=1)=[O:55]. (3) The product is: [F:1][C:2]1[CH:7]=[C:6]([CH:5]=[C:4]([F:11])[C:3]=1[O:12][CH3:13])[NH2:8]. Given the reactants [F:1][C:2]1[CH:7]=[C:6]([N+:8]([O-])=O)[CH:5]=[C:4]([F:11])[C:3]=1[O:12][CH3:13].[H][H], predict the reaction product.